This data is from Catalyst prediction with 721,799 reactions and 888 catalyst types from USPTO. The task is: Predict which catalyst facilitates the given reaction. (1) Reactant: C(N(CC)CC)C.[F:8][C:9]1[CH:29]=[CH:28][CH:27]=[CH:26][C:10]=1[C:11]([NH:13][C:14]1[CH:19]=[CH:18][C:17]([C:20]2[O:21][C:22](=[S:25])[NH:23][N:24]=2)=[CH:16][CH:15]=1)=[O:12].[CH2:30](Br)[C:31]1[CH:36]=[CH:35][CH:34]=[CH:33][CH:32]=1. Product: [F:8][C:9]1[CH:29]=[CH:28][CH:27]=[CH:26][C:10]=1[C:11]([NH:13][C:14]1[CH:15]=[CH:16][C:17]([C:20]2[O:21][C:22]([S:25][CH2:30][C:31]3[CH:36]=[CH:35][CH:34]=[CH:33][CH:32]=3)=[N:23][N:24]=2)=[CH:18][CH:19]=1)=[O:12]. The catalyst class is: 8. (2) Reactant: [N:1]1[C:10]2[C:5](=[CH:6][C:7]([C:11]([OH:13])=[O:12])=[CH:8][CH:9]=2)[CH:4]=[CH:3][CH:2]=1.S(=O)(=O)(O)O.[CH2:19](O)[CH3:20]. Product: [N:1]1[C:10]2[C:5](=[CH:6][C:7]([C:11]([O:13][CH2:19][CH3:20])=[O:12])=[CH:8][CH:9]=2)[CH:4]=[CH:3][CH:2]=1. The catalyst class is: 13. (3) Reactant: Br[C:2]1[CH:3]=[C:4]2[C:9](=[CH:10][CH:11]=1)[CH:8]=[C:7]([OH:12])[CH:6]=[CH:5]2.[F:13][C:14]1[CH:15]=[C:16](OB(O)O)[CH:17]=[CH:18][C:19]=1[F:20].C1(C)C=CC=CC=1.C(=O)([O-])[O-].[K+].[K+]. Product: [F:13][C:14]1[CH:15]=[C:16]([C:2]2[CH:3]=[C:4]3[C:9](=[CH:10][CH:11]=2)[CH:8]=[C:7]([OH:12])[CH:6]=[CH:5]3)[CH:17]=[CH:18][C:19]=1[F:20]. The catalyst class is: 461.